This data is from Reaction yield outcomes from USPTO patents with 853,638 reactions. The task is: Predict the reaction yield, written as a fraction of the theoretical maximum amount of product (1.0 means a 100% yield; for example, 0.34 means a 34% yield). (1) The reactants are [Cl:1][C:2]1[CH:7]=[C:6]([Cl:8])[CH:5]=[CH:4][C:3]=1[C:9]1[N:10]=[C:11](/[CH:14]=[CH:15]/[C:16]2[CH:21]=[CH:20][C:19]([N+:22]([O-:24])=[O:23])=[CH:18][CH:17]=2)[NH:12][CH:13]=1.[CH3:25][O:26][C:27]([C:29]1[CH:34]=[CH:33][C:32]([CH2:35]Br)=[CH:31][CH:30]=1)=[O:28]. No catalyst specified. The product is [CH3:25][O:26][C:27](=[O:28])[C:29]1[CH:34]=[CH:33][C:32]([CH2:35][N:12]2[CH:13]=[C:9]([C:3]3[CH:4]=[CH:5][C:6]([Cl:8])=[CH:7][C:2]=3[Cl:1])[N:10]=[C:11]2/[CH:14]=[CH:15]/[C:16]2[CH:21]=[CH:20][C:19]([N+:22]([O-:24])=[O:23])=[CH:18][CH:17]=2)=[CH:31][CH:30]=1. The yield is 0.270. (2) The reactants are CC1(C)COB([C:8]2[CH:29]=[CH:28][C:11]3[C:12]4[N:16]([CH2:17][CH2:18][O:19][C:10]=3[CH:9]=2)[CH:15]=[C:14]([C:20]2[N:21]([CH:25]([CH3:27])[CH3:26])[N:22]=[CH:23][N:24]=2)[N:13]=4)OC1.Cl.N[OH:33].[OH-].[Na+]. The catalyst is [Cl-].[NH4+]. The product is [CH:25]([N:21]1[C:20]([C:14]2[N:13]=[C:12]3[C:11]4[CH:28]=[CH:29][C:8]([OH:33])=[CH:9][C:10]=4[O:19][CH2:18][CH2:17][N:16]3[CH:15]=2)=[N:24][CH:23]=[N:22]1)([CH3:27])[CH3:26]. The yield is 0.430.